Dataset: NCI-60 drug combinations with 297,098 pairs across 59 cell lines. Task: Regression. Given two drug SMILES strings and cell line genomic features, predict the synergy score measuring deviation from expected non-interaction effect. (1) Drug 1: C1=CC(=CC=C1CCCC(=O)O)N(CCCl)CCCl. Drug 2: CC1C(C(CC(O1)OC2CC(CC3=C2C(=C4C(=C3O)C(=O)C5=C(C4=O)C(=CC=C5)OC)O)(C(=O)CO)O)N)O.Cl. Cell line: SK-MEL-5. Synergy scores: CSS=50.9, Synergy_ZIP=-2.29, Synergy_Bliss=-2.59, Synergy_Loewe=-14.1, Synergy_HSA=-1.12. (2) Drug 1: CCC(=C(C1=CC=CC=C1)C2=CC=C(C=C2)OCCN(C)C)C3=CC=CC=C3.C(C(=O)O)C(CC(=O)O)(C(=O)O)O. Drug 2: C(=O)(N)NO. Cell line: T-47D. Synergy scores: CSS=6.86, Synergy_ZIP=0.924, Synergy_Bliss=4.79, Synergy_Loewe=-6.08, Synergy_HSA=0.539.